From a dataset of Forward reaction prediction with 1.9M reactions from USPTO patents (1976-2016). Predict the product of the given reaction. (1) The product is: [F:2][C:3]1[C:4]([C:16]([F:19])([F:18])[F:17])=[C:5]([CH:10]2[CH2:11][CH2:12][N:13]([C:61]([C:60]3[C:59]4[CH2:45][N:42]([C:25]([O:24][C:20]([CH3:21])([CH3:22])[CH3:23])=[O:26])[CH2:62][CH2:57][C:58]=4[NH:63][N:64]=3)=[O:76])[CH2:14][CH2:15]2)[CH:6]=[C:7]([F:9])[CH:8]=1. Given the reactants Cl.[F:2][C:3]1[C:4]([C:16]([F:19])([F:18])[F:17])=[C:5]([CH:10]2[CH2:15][CH2:14][NH:13][CH2:12][CH2:11]2)[CH:6]=[C:7]([F:9])[CH:8]=1.[C:20]([O:24][C:25](C1NCC2NN=C(C(O)=O)C=2C1)=[O:26])([CH3:23])([CH3:22])[CH3:21].C([N:42]([CH:45](C)C)CC)(C)C.CN(C(ON1[N:64]=[N:63][C:58]2[CH:59]=[CH:60][CH:61]=[CH:62][C:57]1=2)=[N+](C)C)C.F[P-](F)(F)(F)(F)F.CN(C=[O:76])C, predict the reaction product. (2) Given the reactants [C:1]([C:5]1[CH:10]=[CH:9][C:8]([S:11]([NH:14][C:15]2[CH:16]=[CH:17][C:18]([NH:21]C(=O)C)=[N:19][CH:20]=2)(=[O:13])=[O:12])=[CH:7][CH:6]=1)([CH3:4])([CH3:3])[CH3:2].Br[CH2:26][C:27]([O:29]C)=[O:28], predict the reaction product. The product is: [NH2:21][C:18]1[N:19]=[CH:20][C:15]([N:14]([CH2:26][C:27]([OH:29])=[O:28])[S:11]([C:8]2[CH:9]=[CH:10][C:5]([C:1]([CH3:3])([CH3:4])[CH3:2])=[CH:6][CH:7]=2)(=[O:13])=[O:12])=[CH:16][CH:17]=1. (3) The product is: [CH:11]1([N:14]2[CH2:19][C:18]3([CH2:24][CH2:23][N:22]([S:25]([C:28]4[CH:29]=[CH:30][C:31]([C:2]5[CH:7]=[CH:6][N:5]6[CH:8]=[CH:9][N:10]=[C:4]6[CH:3]=5)=[CH:32][CH:33]=4)(=[O:26])=[O:27])[CH2:21][CH2:20]3)[O:17][CH2:16][C:15]2=[O:43])[CH2:12][CH2:13]1. Given the reactants Br[C:2]1[CH:7]=[CH:6][N:5]2[CH:8]=[CH:9][N:10]=[C:4]2[CH:3]=1.[CH:11]1([N:14]2[CH2:19][C:18]3([CH2:24][CH2:23][N:22]([S:25]([C:28]4[CH:33]=[CH:32][C:31](B5OC(C)(C)C(C)(C)O5)=[CH:30][CH:29]=4)(=[O:27])=[O:26])[CH2:21][CH2:20]3)[O:17][CH2:16][C:15]2=[O:43])[CH2:13][CH2:12]1, predict the reaction product.